Dataset: Forward reaction prediction with 1.9M reactions from USPTO patents (1976-2016). Task: Predict the product of the given reaction. Given the reactants [CH3:1][C@H:2]1[C:6]2=[C:7]([N:11]3[CH2:16][CH2:15][N:14]([C:17]([C@@H:19]([C:25]4[CH:26]=[CH:27][C:28]([Cl:31])=[CH:29][CH:30]=4)[CH2:20][NH:21][CH:22]([CH3:24])[CH3:23])=[O:18])[CH2:13][CH2:12]3)[N:8]=[CH:9][N:10]=[C:5]2[C@H:4]([OH:32])[CH2:3]1.Cl.[CH3:34][CH2:35][O:36][C:37]([CH3:39])=[O:38], predict the reaction product. The product is: [CH2:35]([O:36][C:37](=[O:38])[CH3:39])[CH3:34].[ClH:31].[Cl:31][C:28]1[CH:27]=[CH:26][C:25]([C@@H:19]([CH2:20][NH:21][CH:22]([CH3:24])[CH3:23])[C:17]([N:14]2[CH2:13][CH2:12][N:11]([C:7]3[C:6]4[C@H:2]([CH3:1])[CH2:3][C@@H:4]([OH:32])[C:5]=4[N:10]=[CH:9][N:8]=3)[CH2:16][CH2:15]2)=[O:18])=[CH:30][CH:29]=1.